The task is: Binary Classification. Given a T-cell receptor sequence (or CDR3 region) and an epitope sequence, predict whether binding occurs between them.. This data is from TCR-epitope binding with 47,182 pairs between 192 epitopes and 23,139 TCRs. (1) The epitope is IYSKHTPINL. The TCR CDR3 sequence is CASSQGVSSYEQYF. Result: 1 (the TCR binds to the epitope). (2) The epitope is RILGAGCFV. The TCR CDR3 sequence is CATMDDLNSGELFF. Result: 0 (the TCR does not bind to the epitope). (3) The epitope is QVPLRPMTYK. The TCR CDR3 sequence is CASSQGPGSYEQYV. Result: 0 (the TCR does not bind to the epitope). (4) The epitope is KLWAQCVQL. The TCR CDR3 sequence is CASSYFSGRRYNEQFF. Result: 1 (the TCR binds to the epitope). (5) The epitope is KPLEFGATSAAL. The TCR CDR3 sequence is CASSMTSGELFF. Result: 0 (the TCR does not bind to the epitope). (6) The epitope is NYSGVVTTVMF. The TCR CDR3 sequence is CASSWQGTYTGELFF. Result: 0 (the TCR does not bind to the epitope). (7) The epitope is KAFSPEVIPMF. The TCR CDR3 sequence is CASTGQGYGYTF. Result: 1 (the TCR binds to the epitope).